This data is from Peptide-MHC class I binding affinity with 185,985 pairs from IEDB/IMGT. The task is: Regression. Given a peptide amino acid sequence and an MHC pseudo amino acid sequence, predict their binding affinity value. This is MHC class I binding data. (1) The peptide sequence is YIASIFMPR. The MHC is HLA-B15:09 with pseudo-sequence HLA-B15:09. The binding affinity (normalized) is 0.0847. (2) The peptide sequence is FPFLYKFLL. The MHC is HLA-A33:01 with pseudo-sequence HLA-A33:01. The binding affinity (normalized) is 0.365. (3) The peptide sequence is RIKTRLFTI. The MHC is HLA-B35:01 with pseudo-sequence HLA-B35:01. The binding affinity (normalized) is 0.0847. (4) The peptide sequence is YTVKYPSL. The MHC is H-2-Db with pseudo-sequence H-2-Db. The binding affinity (normalized) is 0. (5) The peptide sequence is TEYDDHINL. The MHC is HLA-B44:02 with pseudo-sequence HLA-B44:02. The binding affinity (normalized) is 0.361. (6) The peptide sequence is YPSLMSRVV. The MHC is HLA-C05:01 with pseudo-sequence HLA-C05:01. The binding affinity (normalized) is 0.0847. (7) The peptide sequence is LPNRRHHLI. The MHC is HLA-A02:01 with pseudo-sequence HLA-A02:01. The binding affinity (normalized) is 0.0847. (8) The peptide sequence is TMAHRKPTY. The MHC is HLA-A30:02 with pseudo-sequence HLA-A30:02. The binding affinity (normalized) is 0.295. (9) The peptide sequence is RDIWDWICEV. The MHC is Patr-B2401 with pseudo-sequence YYTKYREISTNTDENTLYWTFRFYTWAVRAYTWY. The binding affinity (normalized) is 0.490.